Dataset: Reaction yield outcomes from USPTO patents with 853,638 reactions. Task: Predict the reaction yield, written as a fraction of the theoretical maximum amount of product (1.0 means a 100% yield; for example, 0.34 means a 34% yield). (1) The reactants are [N:1]1([C:7]2[N:15]=[C:14]([C:16]3[CH:17]=[C:18]([CH2:22][OH:23])[CH:19]=[CH:20][CH:21]=3)[N:13]=[C:12]3[C:8]=2[N:9]=[CH:10][N:11]3[CH:24]2[CH2:29][CH2:28][NH:27][CH2:26][CH2:25]2)[CH2:6][CH2:5][O:4][CH2:3][CH2:2]1.[BH3-]C#N.[Na+].[F:34][C:35]1[CH:42]=[CH:41][C:38]([CH:39]=O)=[CH:37][CH:36]=1. The catalyst is CO.[Cl-].[Zn+2].[Cl-]. The product is [F:34][C:35]1[CH:42]=[CH:41][C:38]([CH2:39][N:27]2[CH2:28][CH2:29][CH:24]([N:11]3[CH:10]=[N:9][C:8]4[C:12]3=[N:13][C:14]([C:16]3[CH:17]=[C:18]([CH2:22][OH:23])[CH:19]=[CH:20][CH:21]=3)=[N:15][C:7]=4[N:1]3[CH2:6][CH2:5][O:4][CH2:3][CH2:2]3)[CH2:25][CH2:26]2)=[CH:37][CH:36]=1. The yield is 0.162. (2) The reactants are COC1C=CC(C[O:8][C:9]2[CH:18]=[CH:17][C:12]([C:13]([O:15][CH3:16])=[O:14])=[CH:11][N:10]=2)=CC=1.C1(OC)C=CC=CC=1. The catalyst is FC(F)(F)C(O)=O. The product is [O:8]=[C:9]1[CH:18]=[CH:17][C:12]([C:13]([O:15][CH3:16])=[O:14])=[CH:11][NH:10]1. The yield is 0.890. (3) The reactants are [NH2:1][C:2]1[C:7]2=[CH:8][C:9]([C:24]#[N:25])=[C:10]([C:11]3[CH2:12][CH2:13][N:14]([C:17]([O:19][C:20]([CH3:23])([CH3:22])[CH3:21])=[O:18])[CH2:15][CH:16]=3)[N:6]2[N:5]=[CH:4][N:3]=1.C([O-])=O.[NH4+]. The catalyst is CO.CCOC(C)=O.[OH-].[OH-].[Pd+2]. The product is [NH2:1][C:2]1[C:7]2=[CH:8][C:9]([C:24]#[N:25])=[C:10]([CH:11]3[CH2:16][CH2:15][N:14]([C:17]([O:19][C:20]([CH3:21])([CH3:23])[CH3:22])=[O:18])[CH2:13][CH2:12]3)[N:6]2[N:5]=[CH:4][N:3]=1. The yield is 0.350. (4) The reactants are C([C:3]1[CH:4]=[C:5]2[C:9](=[CH:10][CH:11]=1)[N:8]([CH:12]1[CH2:17][CH2:16][CH2:15][CH2:14][O:13]1)[N:7]=[C:6]2[C:18]1[CH:19]=[C:20]([CH:24]=[CH:25][CH:26]=1)[C:21]([OH:23])=O)#N.[CH:27]1([NH2:31])[CH2:30][CH2:29][CH2:28]1.C1C=CC2N(O)N=[N:38][C:36]=2C=1.CCN=C=NCCCN(C)C.Cl. The catalyst is C1COCC1.CN(C=O)C. The product is [C:36]([CH:15]1[CH2:14][O:13][CH:12]([N:8]2[C:9]3[C:5](=[CH:4][CH:3]=[CH:11][CH:10]=3)[C:6]([C:18]3[CH:19]=[C:20]([C:21]([NH:31][CH:27]4[CH2:30][CH2:29][CH2:28]4)=[O:23])[CH:24]=[CH:25][CH:26]=3)=[N:7]2)[CH2:17][CH2:16]1)#[N:38]. The yield is 0.720. (5) The reactants are [F:1][C:2]1[CH:7]=[C:6]([N+:8]([O-:10])=[O:9])[CH:5]=[CH:4][C:3]=1[OH:11].[CH2:12](Br)[C:13]1[CH:18]=[CH:17][CH:16]=[CH:15][CH:14]=1.C(=O)([O-])[O-].[K+].[K+]. The catalyst is CN(C=O)C. The product is [CH2:12]([O:11][C:3]1[CH:4]=[CH:5][C:6]([N+:8]([O-:10])=[O:9])=[CH:7][C:2]=1[F:1])[C:13]1[CH:18]=[CH:17][CH:16]=[CH:15][CH:14]=1. The yield is 0.950.